Dataset: Full USPTO retrosynthesis dataset with 1.9M reactions from patents (1976-2016). Task: Predict the reactants needed to synthesize the given product. The reactants are: [CH3:1][O:2][C:3](=[O:24])/[CH:4]=[CH:5]/[CH:6]=[CH:7]/[CH2:8][CH:9]([C:17]([O:19]C(C)(C)C)=[O:18])[C:10]([O:12]C(C)(C)C)=[O:11].C(O)(C(F)(F)F)=O. Given the product [CH3:1][O:2][C:3](=[O:24])/[CH:4]=[CH:5]/[CH:6]=[CH:7]/[CH2:8][CH:9]([C:10]([OH:12])=[O:11])[C:17]([OH:19])=[O:18], predict the reactants needed to synthesize it.